Dataset: Forward reaction prediction with 1.9M reactions from USPTO patents (1976-2016). Task: Predict the product of the given reaction. (1) Given the reactants [Cl:1]C(OC(Cl)=O)C.C([N:15]1[CH2:20][CH2:19][C:18]([C:22]2[CH:27]=[CH:26][C:25]([Br:28])=[CH:24][CH:23]=2)([OH:21])[CH:17]([CH3:29])[CH2:16]1)C1C=CC=CC=1.C(=O)(O)[O-].[K+], predict the reaction product. The product is: [ClH:1].[Br:28][C:25]1[CH:26]=[CH:27][C:22]([C:18]2([OH:21])[CH2:19][CH2:20][NH:15][CH2:16][CH:17]2[CH3:29])=[CH:23][CH:24]=1. (2) The product is: [Br:41][C:4]1[CH:3]=[CH:2][C:1]([N:7]([C:8]2[CH:9]=[CH:10][C:11]([CH2:14][CH2:15][C:16]([O:18][CH2:19][CH3:20])=[O:17])=[CH:12][CH:13]=2)[C:21]2[CH:26]=[CH:25][C:24]([CH2:27][CH2:28][C:29]([O:31][CH2:32][CH3:33])=[O:30])=[CH:23][CH:22]=2)=[CH:6][CH:5]=1. Given the reactants [C:1]1([N:7]([C:21]2[CH:26]=[CH:25][C:24]([CH2:27][CH2:28][C:29]([O:31][CH2:32][CH3:33])=[O:30])=[CH:23][CH:22]=2)[C:8]2[CH:13]=[CH:12][C:11]([CH2:14][CH2:15][C:16]([O:18][CH2:19][CH3:20])=[O:17])=[CH:10][CH:9]=2)[CH:6]=[CH:5][CH:4]=[CH:3][CH:2]=1.C1C(=O)N([Br:41])C(=O)C1, predict the reaction product. (3) Given the reactants Br[C:2]1[CH:3]=[C:4]([C:8]2([C:14]3[CH:19]=[CH:18][C:17]([O:20][CH3:21])=[CH:16][CH:15]=3)[CH2:12][O:11][C:10]([NH2:13])=[N:9]2)[CH:5]=[CH:6][CH:7]=1.CC(C)([O-])C.[Na+].C(P(C(C)(C)C)C1C=CC=CC=1C1C(C(C)C)=CC(C(C)C)=CC=1C(C)C)(C)(C)C.[CH3:58][O:59][C:60]1[CH:61]=[C:62]([CH:64]=[CH:65][CH:66]=1)[NH2:63], predict the reaction product. The product is: [CH3:21][O:20][C:17]1[CH:18]=[CH:19][C:14]([C:8]2([C:4]3[CH:5]=[CH:6][CH:7]=[C:2]([NH:63][C:62]4[CH:64]=[CH:65][CH:66]=[C:60]([O:59][CH3:58])[CH:61]=4)[CH:3]=3)[CH2:12][O:11][C:10]([NH2:13])=[N:9]2)=[CH:15][CH:16]=1. (4) The product is: [CH3:17][C:18]1[C:19]([N:25]2[CH2:26][CH2:27][N:28]([C:12]([C:11]3[CH:10]=[CH:9][C:8]([N:3]4[CH:2]([CH3:1])[CH2:6][CH2:5][C:4]4=[O:7])=[CH:16][CH:15]=3)=[O:14])[CH2:29][CH2:30]2)=[N:20][CH:21]=[C:22]([CH3:24])[CH:23]=1. Given the reactants [CH3:1][CH:2]1[CH2:6][CH2:5][C:4](=[O:7])[N:3]1[C:8]1[CH:16]=[CH:15][C:11]([C:12]([OH:14])=O)=[CH:10][CH:9]=1.[CH3:17][C:18]1[C:19]([N:25]2[CH2:30][CH2:29][NH:28][CH2:27][CH2:26]2)=[N:20][CH:21]=[C:22]([CH3:24])[CH:23]=1, predict the reaction product.